Dataset: Forward reaction prediction with 1.9M reactions from USPTO patents (1976-2016). Task: Predict the product of the given reaction. Given the reactants [N+](C1C=CC=CC=1S(O[C:14]1[CH2:18][CH:17]([C:19](=[O:36])[NH:20][C:21]2[CH:26]=[CH:25][C:24]([Cl:27])=[CH:23][C:22]=2[C:28](=[O:35])[NH:29][CH:30]([CH:32]2[CH2:34][CH2:33]2)[CH3:31])[N:16]([C:37]2[C:42]([Cl:43])=[CH:41][CH:40]=[CH:39][N:38]=2)[N:15]=1)(=O)=O)([O-])=O.C(O)(=O)C.[BrH:48].C(OCC)(=O)C.[OH-].[Na+], predict the reaction product. The product is: [Cl:27][C:24]1[CH:25]=[CH:26][C:21]([NH:20][C:19]([CH:17]2[N:16]([C:37]3[C:42]([Cl:43])=[CH:41][CH:40]=[CH:39][N:38]=3)[N:15]=[C:14]([Br:48])[CH2:18]2)=[O:36])=[C:22]([C:28](=[O:35])[NH:29][CH:30]([CH:32]2[CH2:34][CH2:33]2)[CH3:31])[CH:23]=1.